Dataset: Full USPTO retrosynthesis dataset with 1.9M reactions from patents (1976-2016). Task: Predict the reactants needed to synthesize the given product. (1) Given the product [CH:42]1([C:38]2[N:37]=[CH:36][C:35]([C:31]3[CH:30]=[C:29]([C:27]4[CH2:26][C:25](=[O:45])[NH:24][C:9]5[CH:10]=[C:11]([C:20]([F:21])([F:22])[F:23])[C:12]([O:14][CH2:15][C:16]([F:19])([F:17])[F:18])=[CH:13][C:8]=5[N:7]=4)[CH:34]=[CH:33][CH:32]=3)=[C:40]([CH3:41])[CH:39]=2)[CH2:43][CH2:44]1, predict the reactants needed to synthesize it. The reactants are: C(OC(=O)[NH:7][C:8]1[CH:13]=[C:12]([O:14][CH2:15][C:16]([F:19])([F:18])[F:17])[C:11]([C:20]([F:23])([F:22])[F:21])=[CH:10][C:9]=1[NH:24][C:25](=[O:45])[CH2:26][C:27]([C:29]1[CH:34]=[CH:33][CH:32]=[C:31]([C:35]2[CH:36]=[N:37][C:38]([CH:42]3[CH2:44][CH2:43]3)=[CH:39][C:40]=2[CH3:41])[CH:30]=1)=O)(C)(C)C.C(O)(C(F)(F)F)=O. (2) Given the product [OH:30][CH2:29][CH:26]1[CH2:27][CH2:28][N:23]([C:2]2[CH:11]=[C:10]3[C:5]([CH:6]=[C:7]([C:13]4[CH:18]=[CH:17][CH:16]=[CH:15][C:14]=4[C:19]([F:22])([F:21])[F:20])[NH:8][C:9]3=[O:12])=[CH:4][CH:3]=2)[CH2:24][CH2:25]1, predict the reactants needed to synthesize it. The reactants are: Cl[C:2]1[CH:11]=[C:10]2[C:5]([CH:6]=[C:7]([C:13]3[CH:18]=[CH:17][CH:16]=[CH:15][C:14]=3[C:19]([F:22])([F:21])[F:20])[NH:8][C:9]2=[O:12])=[CH:4][CH:3]=1.[NH:23]1[CH2:28][CH2:27][CH:26]([CH2:29][OH:30])[CH2:25][CH2:24]1.[Cl-].[NH4+].